Dataset: Forward reaction prediction with 1.9M reactions from USPTO patents (1976-2016). Task: Predict the product of the given reaction. Given the reactants [Br:1][C:2]1[CH:7]=[CH:6][C:5]([C:8]2[C:26](=[O:27])[N:25]([CH3:28])[C:11]3[N:12]([CH3:24])[C:13]4[C:18]([C:10]=3[CH:9]=2)=[CH:17][C:16]([C:19]2[NH:20][N:21]=[CH:22][CH:23]=2)=[CH:15][CH:14]=4)=[CH:4][CH:3]=1.I[CH2:30][CH3:31], predict the reaction product. The product is: [Br:1][C:2]1[CH:7]=[CH:6][C:5]([C:8]2[C:26](=[O:27])[N:25]([CH3:28])[C:11]3[N:12]([CH3:24])[C:13]4[C:18]([C:10]=3[CH:9]=2)=[CH:17][C:16]([C:19]2[CH:23]=[CH:22][N:21]([CH2:30][CH3:31])[N:20]=2)=[CH:15][CH:14]=4)=[CH:4][CH:3]=1.